Dataset: hERG potassium channel inhibition data for cardiac toxicity prediction from Karim et al.. Task: Regression/Classification. Given a drug SMILES string, predict its toxicity properties. Task type varies by dataset: regression for continuous values (e.g., LD50, hERG inhibition percentage) or binary classification for toxic/non-toxic outcomes (e.g., AMES mutagenicity, cardiotoxicity, hepatotoxicity). Dataset: herg_karim. (1) The molecule is Cc1ccc(C2(O)CCC(N3CCC(NC(=O)CNC(=O)c4cccc(C(F)(F)F)c4)C3)CC2)cn1. The result is 0 (non-blocker). (2) The drug is CCOc1ccccc1OCC[N+]C(C)Cc1ccc(OC)c(S(N)(=O)=O)c1. The result is 0 (non-blocker).